This data is from Forward reaction prediction with 1.9M reactions from USPTO patents (1976-2016). The task is: Predict the product of the given reaction. Given the reactants [CH2:1]([O:3][C:4]([C:6]1[C:7](=O)[C:8]2[C:13]([C:14]=1[C:15]1[CH:20]=[CH:19][CH:18]=[CH:17][CH:16]=1)=[CH:12][CH:11]=[C:10]([O:21][CH3:22])[CH:9]=2)=[O:5])[CH3:2].Cl.[NH2:25][OH:26].N1C=CC=CC=1, predict the reaction product. The product is: [CH2:1]([O:3][C:4]([C:6]1[C:7](=[N:25][OH:26])[C:8]2[C:13]([C:14]=1[C:15]1[CH:20]=[CH:19][CH:18]=[CH:17][CH:16]=1)=[CH:12][CH:11]=[C:10]([O:21][CH3:22])[CH:9]=2)=[O:5])[CH3:2].